From a dataset of CYP2D6 inhibition data for predicting drug metabolism from PubChem BioAssay. Regression/Classification. Given a drug SMILES string, predict its absorption, distribution, metabolism, or excretion properties. Task type varies by dataset: regression for continuous measurements (e.g., permeability, clearance, half-life) or binary classification for categorical outcomes (e.g., BBB penetration, CYP inhibition). Dataset: cyp2d6_veith. (1) The drug is COc1ccc(C(=O)OC2CCN(c3ncc(C(F)(F)F)cc3Cl)CC2)cc1. The result is 0 (non-inhibitor). (2) The molecule is O=C(Nc1ccccc1)N1CCC2(CC1)CCN(C(=O)c1ccncc1)CC2. The result is 0 (non-inhibitor). (3) The compound is C[C@@H](COc1ccccc1)N[C@@H](C)[C@H](O)c1ccc(O)cc1. The result is 1 (inhibitor). (4) The drug is COc1ccc(-n2c(=O)c(C)nc3cnc(Oc4ccccc4)nc32)cc1. The result is 0 (non-inhibitor). (5) The drug is C[C@]1(c2ccccc2)OC(C(=O)O)=CC1=O. The result is 0 (non-inhibitor). (6) The drug is N#Cc1ccc(-c2ccc(F)cc2)nc1Sc1ccccc1. The result is 0 (non-inhibitor). (7) The molecule is CN1CCN(c2ncnc3ccc(-c4ccccc4C#N)cc23)CC1. The result is 0 (non-inhibitor).